From a dataset of Catalyst prediction with 721,799 reactions and 888 catalyst types from USPTO. Predict which catalyst facilitates the given reaction. Product: [CH2:10]([C@H:9]([NH:8][C:1](=[O:2])[O:3][C:4]([CH3:6])([CH3:5])[CH3:7])[CH:17]=[O:18])[C:11]1[CH:16]=[CH:15][CH:14]=[CH:13][CH:12]=1. The catalyst class is: 764. Reactant: [C:1]([NH:8][C@H:9]([CH2:17][OH:18])[CH2:10][C:11]1[CH:16]=[CH:15][CH:14]=[CH:13][CH:12]=1)([O:3][C:4]([CH3:7])([CH3:6])[CH3:5])=[O:2].C(N(CC)CC)C.